Dataset: Forward reaction prediction with 1.9M reactions from USPTO patents (1976-2016). Task: Predict the product of the given reaction. (1) Given the reactants [NH2:1][C:2]1[CH:3]=[C:4]([NH:9][C:10](=[O:22])[C:11]2[CH:16]=[CH:15][CH:14]=[C:13]([C:17]([C:20]#[N:21])([CH3:19])[CH3:18])[CH:12]=2)[CH:5]=[CH:6][C:7]=1[CH3:8].[ClH:23], predict the reaction product. The product is: [ClH:23].[NH2:1][C:2]1[CH:3]=[C:4]([NH:9][C:10](=[O:22])[C:11]2[CH:16]=[CH:15][CH:14]=[C:13]([C:17]([C:20]#[N:21])([CH3:19])[CH3:18])[CH:12]=2)[CH:5]=[CH:6][C:7]=1[CH3:8]. (2) The product is: [C:58]([O:57][C:55]([N:23]([C:19]1[CH:18]=[C:17]([N:15]([CH3:16])[C:14]([N:13]([C:3]2[C:2]([Cl:1])=[C:7]([O:8][CH3:9])[CH:6]=[C:5]([O:10][CH3:11])[C:4]=2[Cl:12])[CH2:47][O:48][CH2:49][CH2:50][Si:51]([CH3:53])([CH3:52])[CH3:54])=[O:46])[N:22]=[CH:21][N:20]=1)[C:24]1[CH:29]=[CH:28][C:27]([N:30]2[CH2:35][CH2:34][N:33]([C:36]([O:38][C:39]([CH3:42])([CH3:41])[CH3:40])=[O:37])[CH2:32][CH2:31]2)=[CH:26][C:25]=1[N+:43]([O-:45])=[O:44])=[O:56])([CH3:61])([CH3:60])[CH3:59]. Given the reactants [Cl:1][C:2]1[C:7]([O:8][CH3:9])=[CH:6][C:5]([O:10][CH3:11])=[C:4]([Cl:12])[C:3]=1[N:13]([CH2:47][O:48][CH2:49][CH2:50][Si:51]([CH3:54])([CH3:53])[CH3:52])[C:14](=[O:46])[N:15]([C:17]1[N:22]=[CH:21][N:20]=[C:19]([NH:23][C:24]2[CH:29]=[CH:28][C:27]([N:30]3[CH2:35][CH2:34][N:33]([C:36]([O:38][C:39]([CH3:42])([CH3:41])[CH3:40])=[O:37])[CH2:32][CH2:31]3)=[CH:26][C:25]=2[N+:43]([O-:45])=[O:44])[CH:18]=1)[CH3:16].[C:55](O[C:55]([O:57][C:58]([CH3:61])([CH3:60])[CH3:59])=[O:56])([O:57][C:58]([CH3:61])([CH3:60])[CH3:59])=[O:56].CCOC(C)=O.O, predict the reaction product. (3) Given the reactants [ClH:1].Cl.[C:3]1([C:9]2[O:13][N:12]=[C:11]([N:14]3[CH2:19][CH2:18][NH:17][CH2:16][CH2:15]3)[N:10]=2)[CH:8]=[CH:7]C=[CH:5][CH:4]=1.C(O)(=O)C1C=C[N:24]=CC=1, predict the reaction product. The product is: [ClH:1].[ClH:1].[N:24]1[CH:7]=[CH:8][C:3]([C:9]2[O:13][N:12]=[C:11]([N:14]3[CH2:19][CH2:18][NH:17][CH2:16][CH2:15]3)[N:10]=2)=[CH:4][CH:5]=1. (4) Given the reactants [S:1]([O:8]S(C(F)(F)F)(=O)=O)([C:4]([F:7])([F:6])[F:5])(=[O:3])=[O:2].[Si:16]([O:23][CH2:24][C@H:25]1[N:29]([C:30](=[O:53])[C:31]2[CH:36]=[C:35]([O:37][CH3:38])[C:34]([O:39][Si:40]([CH:47]([CH3:49])[CH3:48])([CH:44]([CH3:46])[CH3:45])[CH:41]([CH3:43])[CH3:42])=[CH:33][C:32]=2[N+:50]([O-:52])=[O:51])[CH2:28][C:27](=O)[CH2:26]1)([C:19]([CH3:22])([CH3:21])[CH3:20])([CH3:18])[CH3:17].N1C(C)=CC=CC=1C, predict the reaction product. The product is: [F:5][C:4]([F:7])([F:6])[S:1]([O:8][C:27]1[CH2:26][C@@H:25]([CH2:24][O:23][Si:16]([C:19]([CH3:21])([CH3:20])[CH3:22])([CH3:18])[CH3:17])[N:29]([C:30](=[O:53])[C:31]2[CH:36]=[C:35]([O:37][CH3:38])[C:34]([O:39][Si:40]([CH:41]([CH3:43])[CH3:42])([CH:44]([CH3:45])[CH3:46])[CH:47]([CH3:49])[CH3:48])=[CH:33][C:32]=2[N+:50]([O-:52])=[O:51])[CH:28]=1)(=[O:3])=[O:2].